Dataset: Forward reaction prediction with 1.9M reactions from USPTO patents (1976-2016). Task: Predict the product of the given reaction. (1) Given the reactants C(=O)(OC(C)(C)C)[O:2][C:3]1[N:7]([C:8]2[CH:13]=[CH:12][CH:11]=[CH:10][N:9]=2)[N:6]=[C:5]([C:14]2[CH:19]=[CH:18][C:17]([C:20]3[CH:25]=[CH:24][C:23]([Br:26])=[CH:22][CH:21]=3)=[CH:16][CH:15]=2)[CH:4]=1.C(=O)(OC(C)(C)C)OC1N(C2C=CC=CN=2)N=C(C2C=CC(C3C=CC=CC=3)=CC=2)C=1, predict the reaction product. The product is: [Br:26][C:23]1[CH:22]=[CH:21][C:20]([C:17]2[CH:16]=[CH:15][C:14]([C:5]3[CH:4]=[C:3]([OH:2])[N:7]([C:8]4[CH:13]=[CH:12][CH:11]=[CH:10][N:9]=4)[N:6]=3)=[CH:19][CH:18]=2)=[CH:25][CH:24]=1. (2) Given the reactants C(N(C(C)C)CC)(C)C.I[CH2:11][C:12]([NH2:14])=[O:13].[F:15][C:16]1[CH:17]=[CH:18]/[C:19](=[N:22]\[S:23]([C:26]2[CH:31]=[CH:30][C:29]([CH3:32])=[CH:28][CH:27]=2)(=[O:25])=[O:24])/[NH:20][CH:21]=1, predict the reaction product. The product is: [F:15][C:16]1[CH:17]=[CH:18]/[C:19](=[N:22]\[S:23]([C:26]2[CH:31]=[CH:30][C:29]([CH3:32])=[CH:28][CH:27]=2)(=[O:25])=[O:24])/[N:20]([CH2:11][C:12]([NH2:14])=[O:13])[CH:21]=1. (3) Given the reactants [C:1]([O:5][C:6]([N:8]1[CH:12]([CH:13]=[C:14]([P:16]([O:21][CH2:22][CH3:23])([O:18][CH2:19][CH3:20])=[O:17])[F:15])[CH2:11][O:10]C1(C)C)=[O:7])([CH3:4])([CH3:3])[CH3:2].C(OC(=O)NC(C)(C1NC(C2C=CC(CCCCCCCC)=CC=2)=CN=1)COP(OC(C)(C)C)(OC(C)(C)C)=O)(C)(C)C, predict the reaction product. The product is: [CH2:19]([O:18][P:16]([C:14]([F:15])=[CH:13][CH:12]([NH:8][C:6]([O:5][C:1]([CH3:2])([CH3:4])[CH3:3])=[O:7])[CH2:11][OH:10])(=[O:17])[O:21][CH2:22][CH3:23])[CH3:20]. (4) Given the reactants C(OC(=O)[NH:7][C:8]1([C:12]2[CH:17]=[CH:16][C:15]([C:18]3[C:23]([C:24]4[CH:29]=[CH:28][CH:27]=[CH:26][CH:25]=4)=[C:22]([NH:30][C:31]([CH3:34])([CH3:33])[CH3:32])[N:21]4[N:35]=[C:36]([C:38]5[CH:43]=[CH:42][CH:41]=[CH:40][N:39]=5)[N:37]=[C:20]4[N:19]=3)=[CH:14][CH:13]=2)[CH2:11][CH2:10][CH2:9]1)(C)(C)C.Cl, predict the reaction product. The product is: [NH2:7][C:8]1([C:12]2[CH:17]=[CH:16][C:15]([C:18]3[C:23]([C:24]4[CH:29]=[CH:28][CH:27]=[CH:26][CH:25]=4)=[C:22]([NH:30][C:31]([CH3:32])([CH3:33])[CH3:34])[N:21]4[N:35]=[C:36]([C:38]5[CH:43]=[CH:42][CH:41]=[CH:40][N:39]=5)[N:37]=[C:20]4[N:19]=3)=[CH:14][CH:13]=2)[CH2:11][CH2:10][CH2:9]1. (5) Given the reactants [C:1]([O:5][C:6]([N:8]1[CH2:13][CH2:12][CH:11]([NH2:14])[CH2:10][CH2:9]1)=[O:7])([CH3:4])([CH3:3])[CH3:2].[CH3:15][C:16]1[CH:23]=[CH:22][C:19]([CH:20]=O)=[CH:18][C:17]=1[N+:24]([O-:26])=[O:25].[BH4-].[Na+].C(O)(=O)C, predict the reaction product. The product is: [C:1]([O:5][C:6]([N:8]1[CH2:13][CH2:12][CH:11]([NH:14][CH2:20][C:19]2[CH:22]=[CH:23][C:16]([CH3:15])=[C:17]([N+:24]([O-:26])=[O:25])[CH:18]=2)[CH2:10][CH2:9]1)=[O:7])([CH3:4])([CH3:2])[CH3:3]. (6) Given the reactants C(OC([N:8]1[C:13]([Cl:14])=[C:12]([O:15][C@@H:16]2[CH2:20][CH2:19][NH:18][CH2:17]2)[CH:11]=[C:10]([Br:21])[CH2:9]1)=O)(C)(C)C.FC(F)(F)C(O)=O, predict the reaction product. The product is: [Br:21][C:10]1[CH:9]=[N:8][C:13]([Cl:14])=[C:12]([O:15][C@@H:16]2[CH2:20][CH2:19][NH:18][CH2:17]2)[CH:11]=1.